Dataset: Reaction yield outcomes from USPTO patents with 853,638 reactions. Task: Predict the reaction yield, written as a fraction of the theoretical maximum amount of product (1.0 means a 100% yield; for example, 0.34 means a 34% yield). (1) The yield is 0.780. The reactants are [CH2:1]([O:5][CH:6]([C:8]1[CH:17]=[CH:16][C:11]([C:12]([O:14]C)=[O:13])=[CH:10][CH:9]=1)[CH3:7])[CH:2]([CH3:4])[CH3:3].CO.O.[OH-].[Li+]. The product is [CH2:1]([O:5][CH:6]([C:8]1[CH:9]=[CH:10][C:11]([C:12]([OH:14])=[O:13])=[CH:16][CH:17]=1)[CH3:7])[CH:2]([CH3:4])[CH3:3]. The catalyst is O1CCCC1. (2) The reactants are [CH3:1][N:2]1[C:7](=[O:8])[C:6]([NH:9][C:10]2[CH:19]=[C:13]3[CH2:14][N:15]([CH3:18])[CH2:16][CH2:17][N:12]3[N:11]=2)=[CH:5][C:4]([C:20]2[CH:27]=[N:26][CH:25]=[C:24]([N:28]3[CH2:40][CH2:39][N:31]4[C:32]5[CH2:33][CH2:34][CH2:35][CH2:36][C:37]=5[CH:38]=[C:30]4[C:29]3=[O:41])[C:21]=2[CH:22]=[O:23])=[CH:3]1.[BH4-].[Na+]. The catalyst is CO. The product is [OH:23][CH2:22][C:21]1[C:20]([C:4]2[CH:5]=[C:6]([NH:9][C:10]3[CH:19]=[C:13]4[CH2:14][N:15]([CH3:18])[CH2:16][CH2:17][N:12]4[N:11]=3)[C:7](=[O:8])[N:2]([CH3:1])[CH:3]=2)=[CH:27][N:26]=[CH:25][C:24]=1[N:28]1[CH2:40][CH2:39][N:31]2[C:32]3[CH2:33][CH2:34][CH2:35][CH2:36][C:37]=3[CH:38]=[C:30]2[C:29]1=[O:41]. The yield is 0.850. (3) The reactants are [CH3:1][O:2][C:3]([C:5]1[NH:9][C:8]([CH2:10][CH2:11][C:12]([OH:14])=O)=[CH:7][CH:6]=1)=[O:4].O.C(=O)(O)[O-].[Na+]. The catalyst is ClCCCl. The product is [O:14]=[C:12]1[C:7]2[CH:6]=[C:5]([C:3]([O:2][CH3:1])=[O:4])[NH:9][C:8]=2[CH2:10][CH2:11]1. The yield is 0.860. (4) The reactants are C[O:2][C:3]1[C:4]([C:9]2[CH:14]=[CH:13][C:12]([Cl:15])=[CH:11][C:10]=2[CH3:16])=[CH:5][CH:6]=[CH:7][CH:8]=1.B(Br)(Br)Br.FC1C=CC=C(F)C=1C1C(O)=CC=CC=1. No catalyst specified. The product is [Cl:15][C:12]1[CH:13]=[CH:14][C:9]([C:4]2[C:3]([OH:2])=[CH:8][CH:7]=[CH:6][CH:5]=2)=[C:10]([CH3:16])[CH:11]=1. The yield is 0.970. (5) The reactants are [CH3:1][O:2][C:3]([C:5]1[CH:6]=[C:7]2[C:12](=[CH:13][CH:14]=1)[NH:11][CH:10]([C:15]1[CH:20]=[CH:19][CH:18]=[C:17](Br)[CH:16]=1)[CH2:9][C:8]12[CH2:25][CH2:24][CH2:23][CH2:22]1)=[O:4].[NH:26]1[CH2:31][CH2:30][O:29][CH2:28][CH2:27]1.Cl.CN(C)CC(O)=O.C(=O)([O-])[O-].[K+].[K+]. The catalyst is CS(C)=O.[Cu]I. The product is [CH3:1][O:2][C:3]([C:5]1[CH:6]=[C:7]2[C:12](=[CH:13][CH:14]=1)[NH:11][CH:10]([C:15]1[CH:20]=[CH:19][CH:18]=[C:17]([N:26]3[CH2:31][CH2:30][O:29][CH2:28][CH2:27]3)[CH:16]=1)[CH2:9][C:8]12[CH2:25][CH2:24][CH2:23][CH2:22]1)=[O:4]. The yield is 0.800. (6) The reactants are [CH3:1][NH:2][C:3]1[C:11]2[C:6](=[CH:7][CH:8]=[C:9]([C:12]([O:14]C)=[O:13])[CH:10]=2)[NH:5][N:4]=1.Cl. The yield is 0.950. The catalyst is O1CCOCC1. The product is [CH3:1][NH:2][C:3]1[C:11]2[C:6](=[CH:7][CH:8]=[C:9]([C:12]([OH:14])=[O:13])[CH:10]=2)[NH:5][N:4]=1.